This data is from Forward reaction prediction with 1.9M reactions from USPTO patents (1976-2016). The task is: Predict the product of the given reaction. Given the reactants [C:1]([O:5][C:6]([NH:8][C@@H:9]([CH3:20])[C:10]([O:12]N1C(=O)CCC1=O)=O)=[O:7])([CH3:4])([CH3:3])[CH3:2].[O:21]1[CH:25]=[CH:24][CH:23]=[C:22]1[C:26]1[N:30]([C:31]2[CH:32]=[C:33]([CH2:36][NH2:37])[S:34][CH:35]=2)[N:29]=[C:28]([C:38]([F:41])([F:40])[F:39])[CH:27]=1.CCN(CC)CC.Cl, predict the reaction product. The product is: [O:21]1[CH:25]=[CH:24][CH:23]=[C:22]1[C:26]1[N:30]([C:31]2[CH:32]=[C:33]([CH2:36][NH:37][C:10](=[O:12])[C@@H:9]([NH:8][C:6](=[O:7])[O:5][C:1]([CH3:2])([CH3:3])[CH3:4])[CH3:20])[S:34][CH:35]=2)[N:29]=[C:28]([C:38]([F:40])([F:41])[F:39])[CH:27]=1.